From a dataset of Retrosynthesis with 50K atom-mapped reactions and 10 reaction types from USPTO. Predict the reactants needed to synthesize the given product. (1) Given the product NCCc1ccccc1-c1ccccc1, predict the reactants needed to synthesize it. The reactants are: N#CCc1ccccc1-c1ccccc1. (2) The reactants are: COC(=O)c1c(O)ccc2cc(C(=N)N)ccc12.NN=CNc1ccc(C(=O)O)cc1. Given the product COC(=O)c1c(OC(=O)c2ccc(NC=NN)cc2)ccc2cc(C(=N)N)ccc12, predict the reactants needed to synthesize it. (3) The reactants are: CCCCOc1ccc(C2CCC3(CC2)OCCO3)c(F)c1F. Given the product CCCCOc1ccc(C2CCC(=O)CC2)c(F)c1F, predict the reactants needed to synthesize it. (4) The reactants are: CC[Mg+].CO/C=C(/C(=O)OC)c1ccccc1COc1cc(C)c(C=O)cc1C. Given the product CCC(O)c1cc(C)c(OCc2ccccc2/C(=C\OC)C(=O)OC)cc1C, predict the reactants needed to synthesize it. (5) Given the product Cc1ccc(CNc2cccc3nc(NC(=O)c4cccnc4)nn23)o1, predict the reactants needed to synthesize it. The reactants are: Cc1ccc(CN)o1.O=C(Nc1nc2cccc(Br)n2n1)c1cccnc1. (6) Given the product CCC(=O)COc1ccc(C#N)cc1, predict the reactants needed to synthesize it. The reactants are: CCC(=O)CBr.N#Cc1ccc(O)cc1. (7) Given the product COc1cnc(-c2cnccn2)c2[nH]cc(C(=O)C(=O)N3CCN(c4c(-c5ccccc5)c(=O)c4=O)CC3)c12, predict the reactants needed to synthesize it. The reactants are: CCCC[Sn](CCCC)(CCCC)c1cnccn1.COc1cnc(Br)c2[nH]cc(C(=O)C(=O)N3CCN(c4c(-c5ccccc5)c(=O)c4=O)CC3)c12. (8) Given the product Cc1c(-c2ccc(C(=O)NC3CCC(O)CC3)cc2)nc2n1CCc1ccccc1C2OC1CCN(C)CC1, predict the reactants needed to synthesize it. The reactants are: Cc1c(I)nc2n1CCc1ccccc1C2OC1CCN(C)CC1.O=C(N[C@H]1CC[C@H](O)CC1)c1ccc(B(O)O)cc1.